This data is from Forward reaction prediction with 1.9M reactions from USPTO patents (1976-2016). The task is: Predict the product of the given reaction. Given the reactants [NH2:1][C:2]1[CH:3]=[C:4]([C:8]2[CH:13]=[N:12][CH:11]=[C:10]3[S:14][C:15]([C:17]([NH2:19])=[O:18])=[CH:16][C:9]=23)[CH:5]=[CH:6][CH:7]=1.Cl[C:21]([O:23][CH:24]([CH3:26])[CH3:25])=[O:22], predict the reaction product. The product is: [CH:24]([O:23][C:21](=[O:22])[NH:1][C:2]1[CH:7]=[CH:6][CH:5]=[C:4]([C:8]2[CH:13]=[N:12][CH:11]=[C:10]3[S:14][C:15]([C:17](=[O:18])[NH2:19])=[CH:16][C:9]=23)[CH:3]=1)([CH3:26])[CH3:25].